From a dataset of Reaction yield outcomes from USPTO patents with 853,638 reactions. Predict the reaction yield, written as a fraction of the theoretical maximum amount of product (1.0 means a 100% yield; for example, 0.34 means a 34% yield). The reactants are [NH2:1][C:2]1[CH:7]=[CH:6][C:5]([C:8]2[N:13]=[C:12]([N:14]3[CH2:19][CH2:18][O:17][CH2:16][CH2:15]3)[N:11]=[C:10]([C:20]3[CH:25]=[CH:24][C:23]([NH:26][C:27]([NH:29][CH3:30])=[O:28])=[CH:22][CH:21]=3)[N:9]=2)=[CH:4][CH:3]=1.C(N(CC)CC)C.[C:38]([C:41]1[CH:46]=[CH:45][C:44]([NH:47][C:48](=[O:56])OC2C=CC=CC=2)=[CH:43][CH:42]=1)(=[O:40])[NH2:39]. The catalyst is CN(C=O)C. The product is [CH3:30][NH:29][C:27]([NH:26][C:23]1[CH:22]=[CH:21][C:20]([C:10]2[N:11]=[C:12]([N:14]3[CH2:15][CH2:16][O:17][CH2:18][CH2:19]3)[N:13]=[C:8]([C:5]3[CH:4]=[CH:3][C:2]([NH:1][C:48]([NH:47][C:44]4[CH:43]=[CH:42][C:41]([C:38]([NH2:39])=[O:40])=[CH:46][CH:45]=4)=[O:56])=[CH:7][CH:6]=3)[N:9]=2)=[CH:25][CH:24]=1)=[O:28]. The yield is 0.0530.